This data is from Forward reaction prediction with 1.9M reactions from USPTO patents (1976-2016). The task is: Predict the product of the given reaction. Given the reactants [OH:1][C@@H:2]([CH3:13])[CH2:3][N:4]1[CH:8]=[C:7]([C:9]([OH:11])=O)[N:6]=[C:5]1[CH3:12].[NH2:14][C@@H:15]([CH3:32])[CH2:16][N:17]1[CH:21]=[CH:20][C:19]([C:22]2[CH:29]=[C:28]([F:30])[C:25]([C:26]#[N:27])=[C:24]([Cl:31])[CH:23]=2)=[N:18]1.CN(C=O)C, predict the reaction product. The product is: [Cl:31][C:24]1[CH:23]=[C:22]([C:19]2[CH:20]=[CH:21][N:17]([CH2:16][C@@H:15]([NH:14][C:9]([C:7]3[N:6]=[C:5]([CH3:12])[N:4]([CH2:3][C@@H:2]([OH:1])[CH3:13])[CH:8]=3)=[O:11])[CH3:32])[N:18]=2)[CH:29]=[C:28]([F:30])[C:25]=1[C:26]#[N:27].